This data is from Full USPTO retrosynthesis dataset with 1.9M reactions from patents (1976-2016). The task is: Predict the reactants needed to synthesize the given product. (1) The reactants are: [NH2:1][C:2]([CH3:18])([CH2:5][O:6][C:7]1[CH:8]=[CH:9][C:10]2[CH2:14][O:13][B:12]([OH:15])[C:11]=2[C:16]=1[Br:17])[C:3]#[N:4].CCN(C(C)C)C(C)C.[F:28][C:29]([F:41])([F:40])[O:30][C:31]1[CH:39]=[CH:38][C:34]([C:35](Cl)=[O:36])=[CH:33][CH:32]=1.O=S(Cl)Cl.Cl. Given the product [Br:17][C:16]1[C:11]2[B:12]([OH:15])[O:13][CH2:14][C:10]=2[CH:9]=[CH:8][C:7]=1[O:6][CH2:5][C:2]([NH:1][C:35](=[O:36])[C:34]1[CH:38]=[CH:39][C:31]([O:30][C:29]([F:28])([F:40])[F:41])=[CH:32][CH:33]=1)([C:3]#[N:4])[CH3:18], predict the reactants needed to synthesize it. (2) Given the product [O:23]=[C:22]1[O:24][CH2:1][N:20]([C:18]([O:17][CH2:16][CH:14]2[C:15]3[CH:3]=[CH:4][CH:5]=[CH:6][C:7]=3[C:8]3[C:13]2=[CH:12][CH:11]=[CH:10][CH:9]=3)=[O:19])[C@H:21]1[CH2:25][O:26][C:27]1[CH:28]=[C:29]([CH3:33])[CH:30]=[CH:31][CH:32]=1, predict the reactants needed to synthesize it. The reactants are: [CH2:1]=O.[CH:3]1[C:15]2[CH:14]([CH2:16][O:17][C:18]([NH:20][C@@H:21]([CH2:25][O:26][C:27]3[CH:28]=[C:29]([CH3:33])[CH:30]=[CH:31][CH:32]=3)[C:22]([OH:24])=[O:23])=[O:19])[C:13]3[C:8](=[CH:9][CH:10]=[CH:11][CH:12]=3)[C:7]=2[CH:6]=[CH:5][CH:4]=1. (3) Given the product [CH3:1][C@H:2]1[CH2:11][C:10]2[C:5](=[CH:6][CH:7]=[C:8]([CH2:12][CH:13]=[O:14])[CH:9]=2)[C:4](=[O:15])[O:3]1, predict the reactants needed to synthesize it. The reactants are: [CH3:1][C@@H:2]1[CH2:11][C:10]2[C:5](=[CH:6][CH:7]=[C:8]([CH2:12][CH:13]=[O:14])[CH:9]=2)[C:4](=[O:15])[O:3]1.BrC1C=C2C(=CC=1)C(=O)O[C@@H](C)C2. (4) The reactants are: C(O)(=O)C.[Cl:5]N1C(=O)CCC1=O.[CH:13]1[C:26]2[CH:25]([C:27]([OH:29])=[O:28])[C:24]3[C:19](=[CH:20][CH:21]=[CH:22][CH:23]=3)[O:18][C:17]=2[CH:16]=[CH:15][CH:14]=1.[ClH:30]. Given the product [Cl:30][C:14]1[CH:15]=[CH:16][C:17]2[O:18][C:19]3[C:24](=[CH:23][C:22]([Cl:5])=[CH:21][CH:20]=3)[CH:25]([C:27]([OH:29])=[O:28])[C:26]=2[CH:13]=1, predict the reactants needed to synthesize it.